Regression/Classification. Given a drug SMILES string, predict its absorption, distribution, metabolism, or excretion properties. Task type varies by dataset: regression for continuous measurements (e.g., permeability, clearance, half-life) or binary classification for categorical outcomes (e.g., BBB penetration, CYP inhibition). For this dataset (clearance_microsome_az), we predict log10(clearance) (log10 of the in vitro intrinsic clearance, CLint, in uL/min per mg of human liver microsomal protein, equivalently mL/min/g; values are censored to the assay range of 3 to 150, which is 0.477 to 2.18 on this log10 scale). From a dataset of Microsomal clearance measurements from AstraZeneca. The drug is Cc1cc(-c2ccc(Cl)c(C(=O)NCC3(O)CCCCCC3)c2)nn1C[C@H](O)CN. The log10(clearance) is 0.480.